From a dataset of Forward reaction prediction with 1.9M reactions from USPTO patents (1976-2016). Predict the product of the given reaction. Given the reactants [NH:1]([C:35]([O:37]C(C)(C)C)=O)[C@H:2]([C:12]([NH:14][C@H:15]([C:25]([O:27]N1C(=O)CCC1=O)=[O:26])[CH2:16][CH2:17][C:18](=[O:24])[O:19]C(C)(C)C)=[O:13])[CH2:3][CH2:4][C:5](=[O:11])[O:6]C(C)(C)C.[NH2:42][C@H:43](C(O)=O)[CH2:44][CH2:45][C:46](=[O:48])[OH:47].[CH3:52][N:53]1[C@@H:70]2[CH2:71][C:58]3[CH:59]=[CH:60][C:61]([O:72][CH3:73])=[C:62]4[O:63][C@H:64]5[C:65]([CH2:67][CH2:68][C@@H:69]2[C@:56]5([C:57]=34)[CH2:55][CH2:54]1)=[O:66], predict the reaction product. The product is: [NH2:42][C@H:43]([C:35]([NH:1][C@H:2]([C:12]([NH:14][C@H:15]([C:25]([OH:27])=[O:26])[CH2:16][CH2:17][C:18](=[O:24])[OH:19])=[O:13])[CH2:3][CH2:4][C:5](=[O:11])[OH:6])=[O:37])[CH2:44][CH2:45][C:46](=[O:47])[OH:48].[CH3:52][N:53]1[C@@H:70]2[CH2:71][C:58]3[CH:59]=[CH:60][C:61]([O:72][CH3:73])=[C:62]4[O:63][C@H:64]5[C:65]([CH2:67][CH2:68][C@@H:69]2[C@:56]5([C:57]=34)[CH2:55][CH2:54]1)=[O:66].